Dataset: Drug-target binding data from BindingDB patent sources. Task: Regression. Given a target protein amino acid sequence and a drug SMILES string, predict the binding affinity score between them. We predict pAffinity (pAffinity = -log10(affinity in M)). Dataset: bindingdb_patent. (1) The target protein (P42345) has sequence MLGTGPAAATTAATTSSNVSVLQQFASGLKSRNEETRAKAAKELQHYVTMELREMSQEESTRFYDQLNHHIFELVSSSDANERKGGILAIASLIGVEGGNATRIGRFANYLRNLLPSNDPVVMEMASKAIGRLAMAGDTFTAEYVEFEVKRALEWLGADRNEGRRHAAVLVLRELAISVPTFFFQQVQPFFDNIFVAVWDPKQAIREGAVAALRACLILTTQREPKEMQKPQWYRHTFEEAEKGFDETLAKEKGMNRDDRIHGALLILNELVRISSMEGERLREEMEEITQQQLVHDKYCKDLMGFGTKPRHITPFTSFQAVQPQQSNALVGLLGYSSHQGLMGFGTSPSPAKSTLVESRCCRDLMEEKFDQVCQWVLKCRNSKNSLIQMTILNLLPRLAAFRPSAFTDTQYLQDTMNHVLSCVKKEKERTAAFQALGLLSVAVRSEFKVYLPRVLDIIRAALPPKDFAHKRQKAMQVDATVFTCISMLARAMGPGIQQD.... The pAffinity is 6.4. The small molecule is CS(=O)(=O)Nc1cccc(c1)-c1nc2c(nc(nc2[nH]1)N1CCOCC1)N1CCOCC1. (2) The small molecule is CCOC[C@H](NC(=O)[C@@H]1CNC[C@@H]([C@@H]1O)C(=O)N(C1CC1)c1cc(OCC)c(CC)cn1)C(C)C. The target protein (P00797) has sequence MDGWRRMPRWGLLLLLWGSCTFGLPTDTTTFKRIFLKRMPSIRESLKERGVDMARLGPEWSQPMKRLTLGNTTSSVILTNYMDTQYYGEIGIGTPPQTFKVVFDTGSSNVWVPSSKCSRLYTACVYHKLFDASDSSSYKHNGTELTLRYSTGTVSGFLSQDIITVGGITVTQMFGEVTEMPALPFMLAEFDGVVGMGFIEQAIGRVTPIFDNIISQGVLKEDVFSFYYNRDSENSQSLGGQIVLGGSDPQHYEGNFHYINLIKTGVWQIQMKGVSVGSSTLLCEDGCLALVDTGASYISGSTSSIEKLMEALGAKKRLFDYVVKCNEGPTLPDISFHLGGKEYTLTSADYVFQESYSSKKLCTLAIHAMDIPPPTGPTWALGATFIRKFYTEFDRRNNRIGFALAR. The pAffinity is 9.2. (3) The small molecule is Cc1cccc(C)c1CNc1ncc(cn1)C(=O)NO. The target protein (Q92769) has sequence MAYSQGGGKKKVCYYYDGDIGNYYYGQGHPMKPHRIRMTHNLLLNYGLYRKMEIYRPHKATAEEMTKYHSDEYIKFLRSIRPDNMSEYSKQMQRFNVGEDCPVFDGLFEFCQLSTGGSVAGAVKLNRQQTDMAVNWAGGLHHAKKSEASGFCYVNDIVLAILELLKYHQRVLYIDIDIHHGDGVEEAFYTTDRVMTVSFHKYGEYFPGTGDLRDIGAGKGKYYAVNFPMRDGIDDESYGQIFKPIISKVMEMYQPSAVVLQCGADSLSGDRLGCFNLTVKGHAKCVEVVKTFNLPLLMLGGGGYTIRNVARCWTYETAVALDCEIPNELPYNDYFEYFGPDFKLHISPSNMTNQNTPEYMEKIKQRLFENLRMLPHAPGVQMQAIPEDAVHEDSGDEDGEDPDKRISIRASDKRIACDEEFSDSEDEGEGGRRNVADHKKGAKKARIEEDKKETEDKKTDVKEEDKSKDNSGEKTDTKGTKSEQLSNP. The pAffinity is 5.7. (4) The small molecule is c1nc(oc1-c1cnc(nc1)-c1ccccc1)-c1ccccc1. The pAffinity is 3.9. The target protein (O60760) has sequence MPNYKLTYFNMRGRAEIIRYIFAYLDIQYEDHRIEQADWPEIKSTLPFGKIPILEVDGLTLHQSLAIARYLTKNTDLAGNTEMEQCHVDAIVDTLDDFMSCFPWAEKKQDVKEQMFNELLTYNAPHLMQDLDTYLGGREWLIGNSVTWADFYWEICSTTLLVFKPDLLDNHPRLVTLRKKVQAIPAVANWIKRRPQTKL.